From a dataset of Full USPTO retrosynthesis dataset with 1.9M reactions from patents (1976-2016). Predict the reactants needed to synthesize the given product. (1) Given the product [OH:13][CH2:12][C:9]1([NH:8][C:6](=[O:7])[O:5][C:1]([CH3:3])([CH3:2])[CH3:4])[CH2:10][CH2:11]1, predict the reactants needed to synthesize it. The reactants are: [C:1]([O:5][C:6]([NH:8][C:9]1([C:12](OC)=[O:13])[CH2:11][CH2:10]1)=[O:7])([CH3:4])([CH3:3])[CH3:2].[BH4-].[Li+]. (2) Given the product [NH2:29][C:26]1[C:20]([C:21]([O:23][CH2:24][CH3:25])=[O:22])=[CH:19][C:18]([N:15]2[CH2:16][CH2:17][C@H:12]([NH:11][C:9]([C:3]3[NH:4][C:5]([CH3:8])=[C:6]([Cl:7])[C:2]=3[Cl:1])=[O:10])[C@H:13]([O:32][CH3:33])[CH2:14]2)=[N:28][CH:27]=1, predict the reactants needed to synthesize it. The reactants are: [Cl:1][C:2]1[C:6]([Cl:7])=[C:5]([CH3:8])[NH:4][C:3]=1[C:9]([NH:11][C@H:12]1[CH2:17][CH2:16][N:15]([C:18]2[CH:19]=[C:20]([C:26]([N+:29]([O-])=O)=[CH:27][N:28]=2)[C:21]([O:23][CH2:24][CH3:25])=[O:22])[CH2:14][C@H:13]1[O:32][CH3:33])=[O:10].